Dataset: Cav3 T-type calcium channel HTS with 100,875 compounds. Task: Binary Classification. Given a drug SMILES string, predict its activity (active/inactive) in a high-throughput screening assay against a specified biological target. (1) The drug is s1c(NC(=O)C2Oc3c(OC2)cccc3)nnc1C(F)(F)F. The result is 1 (active). (2) The result is 0 (inactive). The compound is S1\C(=C\c2c(n(c(c2)C)c2ncccc2)C)C(=O)N(C(C)C(OC)=O)C1=O.